This data is from Forward reaction prediction with 1.9M reactions from USPTO patents (1976-2016). The task is: Predict the product of the given reaction. (1) Given the reactants [S:1]([N:11]1[C:19]2[C:14](=[C:15]([CH:22]=[CH2:23])[CH:16]=[CH:17][C:18]=2[C:20]#[N:21])[CH:13]=[CH:12]1)([C:4]1[CH:10]=[CH:9][C:7]([CH3:8])=[CH:6][CH:5]=1)(=[O:3])=[O:2].CC(O)=[O:26].C1C(=O)N(Br)C(=O)C1.[OH-].[Na+], predict the reaction product. The product is: [O:26]1[CH2:23][CH:22]1[C:15]1[CH:16]=[CH:17][C:18]([C:20]#[N:21])=[C:19]2[C:14]=1[CH:13]=[CH:12][N:11]2[S:1]([C:4]1[CH:5]=[CH:6][C:7]([CH3:8])=[CH:9][CH:10]=1)(=[O:2])=[O:3]. (2) Given the reactants [F:1][C:2]([F:19])([F:18])[C:3]([N:5]1[CH2:10][CH2:9][N:8]([C:11]([O:13][C:14]([CH3:17])([CH3:16])[CH3:15])=[O:12])[CH2:7][CH2:6]1)=O.Cl.[OH-].[Na+], predict the reaction product. The product is: [F:19][C:2]([F:1])([F:18])[CH2:3][N:5]1[CH2:6][CH2:7][N:8]([C:11]([O:13][C:14]([CH3:15])([CH3:16])[CH3:17])=[O:12])[CH2:9][CH2:10]1. (3) Given the reactants [CH2:1]([C:3]1[CH:8]=[CH:7][CH:6]=[C:5]([CH2:9][CH3:10])[C:4]=1[S:11](Cl)(=[O:13])=[O:12])[CH3:2].[F:15][C:16]([F:29])([F:28])[C:17]1[CH:18]=[C:19]([CH:21]=[C:22]([C:24]([F:27])([F:26])[F:25])[CH:23]=1)[NH2:20], predict the reaction product. The product is: [F:15][C:16]([F:28])([F:29])[C:17]1[CH:18]=[C:19]([NH:20][S:11]([C:4]2[C:3]([CH2:1][CH3:2])=[CH:8][CH:7]=[CH:6][C:5]=2[CH2:9][CH3:10])(=[O:13])=[O:12])[CH:21]=[C:22]([C:24]([F:25])([F:27])[F:26])[CH:23]=1.